Dataset: Reaction yield outcomes from USPTO patents with 853,638 reactions. Task: Predict the reaction yield, written as a fraction of the theoretical maximum amount of product (1.0 means a 100% yield; for example, 0.34 means a 34% yield). (1) The reactants are [CH2:1]([NH:5][C:6]1[N:11]=[C:10]([C:12]2[C:13]([C:22]3[CH:27]=[CH:26][C:25]([F:28])=[CH:24][CH:23]=3)=[N:14][N:15]3[C:20](Cl)=[CH:19][CH:18]=[CH:17][C:16]=23)[CH:9]=[CH:8][N:7]=1)[CH2:2][CH2:3][CH3:4].[CH3:29][Zn]C. The catalyst is O1CCCC1. The product is [CH2:1]([NH:5][C:6]1[N:11]=[C:10]([C:12]2[C:13]([C:22]3[CH:27]=[CH:26][C:25]([F:28])=[CH:24][CH:23]=3)=[N:14][N:15]3[C:20]([CH3:29])=[CH:19][CH:18]=[CH:17][C:16]=23)[CH:9]=[CH:8][N:7]=1)[CH2:2][CH2:3][CH3:4]. The yield is 0.320. (2) The reactants are [F:1][C:2]1[CH:22]=[C:21]([N+:23]([O-])=O)[CH:20]=[CH:19][C:3]=1[O:4][C:5]1[N:10]=[CH:9][N:8]=[C:7]([NH:11][C:12]([N:14]2[CH2:18][CH2:17][CH2:16][CH2:15]2)=[O:13])[CH:6]=1.[Cl-].[NH4+]. The catalyst is CO.O.ClCCl.[Fe]. The product is [NH2:23][C:21]1[CH:20]=[CH:19][C:3]([O:4][C:5]2[N:10]=[CH:9][N:8]=[C:7]([NH:11][C:12]([N:14]3[CH2:18][CH2:17][CH2:16][CH2:15]3)=[O:13])[CH:6]=2)=[C:2]([F:1])[CH:22]=1. The yield is 0.750. (3) The reactants are Br.C(O)(=O)C.C([O:13][C:14]1[C:32]([O:33][CH:34]2[CH2:39][CH2:38][CH2:37][CH2:36][CH2:35]2)=[CH:31][C:17]([C:18]([NH:20][C:21]2[CH:30]=[CH:29][C:24]([C:25]([O:27][CH3:28])=[O:26])=[CH:23][CH:22]=2)=[O:19])=[CH:16][C:15]=1[Cl:40])C1C=CC=CC=1. The catalyst is C(O)(C(F)(F)F)=O. The product is [Cl:40][C:15]1[CH:16]=[C:17]([CH:31]=[C:32]([O:33][CH:34]2[CH2:39][CH2:38][CH2:37][CH2:36][CH2:35]2)[C:14]=1[OH:13])[C:18]([NH:20][C:21]1[CH:22]=[CH:23][C:24]([C:25]([O:27][CH3:28])=[O:26])=[CH:29][CH:30]=1)=[O:19]. The yield is 0.920. (4) The reactants are [Cl:1][C:2]1[CH:7]=[CH:6][C:5]([C:8]2(NC)[CH2:13][CH2:12][O:11][CH2:10][CH2:9]2)=[CH:4][CH:3]=1.[CH3:16][C:17]1[C:25]([CH3:26])=[CH:24][CH:23]=[CH:22][C:18]=1[C:19](Cl)=[O:20].CC[N:29]([CH:33](C)C)C(C)C.C(Cl)[Cl:37]. No catalyst specified. The product is [Cl:37][C:17]1([CH3:16])[C:25]([CH3:26])=[CH:24][CH:23]=[CH:22][CH:18]1[C:19]([NH:29][CH2:33][C:8]1([C:5]2[CH:4]=[CH:3][C:2]([Cl:1])=[CH:7][CH:6]=2)[CH2:9][CH2:10][O:11][CH2:12][CH2:13]1)=[O:20]. The yield is 0.660. (5) The yield is 0.142. The catalyst is O.CO.C(OCC)(=O)C. The product is [N+:20]([CH2:23][CH2:15][C:12]1[CH:11]=[CH:10][C:9]([CH2:8][O:1][C:2]2[CH:7]=[CH:6][CH:5]=[CH:4][CH:3]=2)=[N:14][CH:13]=1)([O-:22])=[O:21]. The reactants are [O:1]([CH2:8][C:9]1[N:14]=[CH:13][C:12]([CH:15]=O)=[CH:11][CH:10]=1)[C:2]1[CH:7]=[CH:6][CH:5]=[CH:4][CH:3]=1.C[O-].[Li+].[N+:20]([CH3:23])([O-:22])=[O:21].C(OC(=O)C)(=O)C.C(N(CC)CC)C.[BH4-].[Na+]. (6) The reactants are C([Zn]CC)C.CCCCCC.[C:12]([OH:18])([C:14](F)(F)F)=[O:13].C(I)I.COC([CH:26]1[CH2:30][C:29](=[CH2:31])[CH2:28][N:27]1[C:32]([O:34][CH2:35][C:36]1[CH:41]=[CH:40][CH:39]=[CH:38][CH:37]=1)=[O:33])=O.C[N+]1([O-])CCOCC1. The catalyst is C(Cl)Cl.[Os](=O)(=O)(=O)=O.O.CC(C)=O. The product is [CH2:35]([O:34][C:32]([N:27]1[CH:14]([C:12]([OH:18])=[O:13])[CH2:31][C:29]2([CH2:30][CH2:26]2)[CH2:28]1)=[O:33])[C:36]1[CH:37]=[CH:38][CH:39]=[CH:40][CH:41]=1. The yield is 0.650. (7) The reactants are [Cl:1][C:2]1[S:9][C:8]2[CH:7]=[C:6]([C:10]([NH:12][C@@H:13]3[CH2:21][C:20]4[C:15](=[CH:16][CH:17]=[CH:18][CH:19]=4)[C@H:14]3[N:22]([CH3:36])[C:23](=[O:35])[C@@H:24]([OH:34])[CH2:25][NH:26]C(=O)OC(C)(C)C)=[O:11])[NH:5][C:4]=2[C:3]=1[Cl:37].Cl.O1CCOCC1. The catalyst is C(Cl)Cl. The product is [ClH:1].[NH2:26][CH2:25][C@H:24]([OH:34])[C:23]([N:22]([CH3:36])[C@@H:14]1[C:15]2[C:20](=[CH:19][CH:18]=[CH:17][CH:16]=2)[CH2:21][C@H:13]1[NH:12][C:10]([C:6]1[NH:5][C:4]2[C:3]([Cl:37])=[C:2]([Cl:1])[S:9][C:8]=2[CH:7]=1)=[O:11])=[O:35]. The yield is 0.740. (8) The reactants are C(O[C:6](=O)[NH:7][C@@H:8]1[CH2:12][CH2:11][N:10]([C:13]2[CH:18]=[CH:17][C:16]([N:19]3[CH2:24][CH2:23][C:22]4[CH:25]=[C:26]([C:28]5[CH:33]=[CH:32][C:31]([Cl:34])=[CH:30][CH:29]=5)[S:27][C:21]=4[C:20]3=[O:35])=[CH:15][N:14]=2)[CH2:9]1)(C)(C)C.[C:37](O)([C:39](F)(F)F)=O.CC(O)=O.C(O[C:51]1(O[Si](C)(C)C)[CH2:53][CH2:52]1)C.[BH3-]C#N.[Na+]. The catalyst is C(Cl)(Cl)Cl.CCOC(C)=O.[OH-].[Na+]. The product is [Cl:34][C:31]1[CH:32]=[CH:33][C:28]([C:26]2[S:27][C:21]3[C:20](=[O:35])[N:19]([C:16]4[CH:15]=[N:14][C:13]([N:10]5[CH2:11][CH2:12][C@@H:8]([N:7]([CH:51]6[CH2:53][CH2:52]6)[CH:6]6[CH2:39][CH2:37]6)[CH2:9]5)=[CH:18][CH:17]=4)[CH2:24][CH2:23][C:22]=3[CH:25]=2)=[CH:29][CH:30]=1. The yield is 0.930. (9) The catalyst is C1COCC1.CO. The reactants are [CH3:1][O:2][CH2:3][CH2:4][N:5]1[CH2:11][C:10]2[CH:12]=[CH:13][C:14]([C:16]([O:18]C)=O)=[CH:15][C:9]=2[O:8][CH2:7][CH2:6]1.[OH-:20].[Na+].[NH2:22]O.Cl. The yield is 0.440. The product is [OH:20][NH:22][C:16]([C:14]1[CH:13]=[CH:12][C:10]2[CH2:11][N:5]([CH2:4][CH2:3][O:2][CH3:1])[CH2:6][CH2:7][O:8][C:9]=2[CH:15]=1)=[O:18].